Dataset: Catalyst prediction with 721,799 reactions and 888 catalyst types from USPTO. Task: Predict which catalyst facilitates the given reaction. (1) Reactant: Br[CH:2]1[O:10][C:9]2[CH:8]=[CH:7][N:6]=[C:5]([O:11][CH3:12])[C:4]=2[CH:3]1[Br:13].C1CCN2C(=NCCC2)CC1. Product: [Br:13][C:3]1[C:4]2[C:5]([O:11][CH3:12])=[N:6][CH:7]=[CH:8][C:9]=2[O:10][CH:2]=1. The catalyst class is: 20. (2) Reactant: [CH3:1][S:2][C:3]1[CH:8]=[CH:7][CH:6]=[C:5]([O:9][C:10]([F:13])([F:12])[F:11])[CH:4]=1.[Cl:14][S:15]([OH:18])(=[O:17])=[O:16]. Product: [CH3:1][S:2][C:3]1[CH:8]=[CH:7][C:6]([S:15]([Cl:14])(=[O:17])=[O:16])=[C:5]([O:9][C:10]([F:11])([F:12])[F:13])[CH:4]=1.[CH3:1][S:2][C:3]1[CH:4]=[C:5]([O:9][C:10]([F:11])([F:12])[F:13])[CH:6]=[CH:7][C:8]=1[S:15]([Cl:14])(=[O:18])=[O:16]. The catalyst class is: 22. (3) Reactant: [NH2:1][C:2]1[CH:3]=[C:4]([CH:7]=[C:8]([Br:10])[CH:9]=1)[C:5]#[N:6].[CH3:11][S:12](Cl)(=[O:14])=[O:13]. Product: [Br:10][C:8]1[CH:9]=[C:2]([NH:1][S:12]([CH3:11])(=[O:14])=[O:13])[CH:3]=[C:4]([C:5]#[N:6])[CH:7]=1. The catalyst class is: 202. (4) Reactant: [Br:1][C:2]1[CH:7]=[CH:6][C:5]([NH2:8])=[CH:4][CH:3]=1.C(O)(=O)C.[CH:13]([CH:15]1[CH2:20][CH2:19][N:18]([C:21]([O:23][C:24]([CH3:27])([CH3:26])[CH3:25])=[O:22])[CH2:17][CH2:16]1)=O.[BH3-]C#N.[Na+]. Product: [Br:1][C:2]1[CH:7]=[CH:6][C:5]([NH:8][CH2:13][CH:15]2[CH2:20][CH2:19][N:18]([C:21]([O:23][C:24]([CH3:25])([CH3:27])[CH3:26])=[O:22])[CH2:17][CH2:16]2)=[CH:4][CH:3]=1. The catalyst class is: 5. (5) Product: [CH3:34][C:27]1([CH3:35])[CH2:26][C@H:25]([NH:24][C:22]2[C:21]([C:36]#[N:37])=[CH:20][N:19]=[C:18]([NH:1][C:2]3[C:3]([F:16])=[CH:4][C:5]([OH:15])=[C:6]([N:8]4[C:12](=[O:13])[N:11]([CH3:14])[N:10]=[N:9]4)[CH:7]=3)[N:23]=2)[CH2:33][C@H:32]2[N:28]1[CH2:29][CH2:30][CH2:31]2.[C:38]1([S:44]([OH:47])(=[O:46])=[O:45])[CH:43]=[CH:42][CH:41]=[CH:40][CH:39]=1. Reactant: [NH2:1][C:2]1[C:3]([F:16])=[CH:4][C:5]([OH:15])=[C:6]([N:8]2[C:12](=[O:13])[N:11]([CH3:14])[N:10]=[N:9]2)[CH:7]=1.Cl[C:18]1[N:23]=[C:22]([NH:24][C@@H:25]2[CH2:33][C@H:32]3[N:28]([CH2:29][CH2:30][CH2:31]3)[C:27]([CH3:35])([CH3:34])[CH2:26]2)[C:21]([C:36]#[N:37])=[CH:20][N:19]=1.[C:38]1([S:44]([OH:47])(=[O:46])=[O:45])[CH:43]=[CH:42][CH:41]=[CH:40][CH:39]=1. The catalyst class is: 41. (6) Reactant: [OH-].[Na+].C([NH:6][C:7]1[S:11][C:10]2[C:12]([O:17][CH2:18][CH2:19][N:20]([CH2:23][CH3:24])[CH2:21][CH3:22])=[C:13]([Br:16])[CH:14]=[CH:15][C:9]=2[C:8]=1[C:25]([O:27][CH2:28][CH3:29])=[O:26])(=O)C. Product: [NH2:6][C:7]1[S:11][C:10]2[C:12]([O:17][CH2:18][CH2:19][N:20]([CH2:21][CH3:22])[CH2:23][CH3:24])=[C:13]([Br:16])[CH:14]=[CH:15][C:9]=2[C:8]=1[C:25]([O:27][CH2:28][CH3:29])=[O:26]. The catalyst class is: 36. (7) Reactant: [Br:1][C:2]1[CH:7]=[CH:6][C:5]([CH2:8][CH2:9][CH2:10][OH:11])=[C:4]([O:12][C:13]([F:16])([F:15])[F:14])[CH:3]=1.CC(C)=[O:19].OS(O)(=O)=O.O=[Cr](=O)=O.O. Product: [Br:1][C:2]1[CH:7]=[CH:6][C:5]([CH2:8][CH2:9][C:10]([OH:19])=[O:11])=[C:4]([O:12][C:13]([F:14])([F:15])[F:16])[CH:3]=1. The catalyst class is: 21.